From a dataset of NCI-60 drug combinations with 297,098 pairs across 59 cell lines. Regression. Given two drug SMILES strings and cell line genomic features, predict the synergy score measuring deviation from expected non-interaction effect. (1) Drug 1: CCC1(CC2CC(C3=C(CCN(C2)C1)C4=CC=CC=C4N3)(C5=C(C=C6C(=C5)C78CCN9C7C(C=CC9)(C(C(C8N6C=O)(C(=O)OC)O)OC(=O)C)CC)OC)C(=O)OC)O.OS(=O)(=O)O. Drug 2: C1CN(CCN1C(=O)CCBr)C(=O)CCBr. Cell line: T-47D. Synergy scores: CSS=2.24, Synergy_ZIP=-1.47, Synergy_Bliss=1.15, Synergy_Loewe=-3.58, Synergy_HSA=-3.63. (2) Drug 1: CCCS(=O)(=O)NC1=C(C(=C(C=C1)F)C(=O)C2=CNC3=C2C=C(C=N3)C4=CC=C(C=C4)Cl)F. Drug 2: COCCOC1=C(C=C2C(=C1)C(=NC=N2)NC3=CC=CC(=C3)C#C)OCCOC.Cl. Cell line: SK-MEL-2. Synergy scores: CSS=2.76, Synergy_ZIP=2.08, Synergy_Bliss=8.54, Synergy_Loewe=3.83, Synergy_HSA=4.31.